Task: Predict which catalyst facilitates the given reaction.. Dataset: Catalyst prediction with 721,799 reactions and 888 catalyst types from USPTO (1) Reactant: [Cl:1][C:2]1[CH:7]=[CH:6][N:5]=[CH:4][CH:3]=1.C([N-]C(C)C)(C)C.[Li+].[CH2:16]([C:18]1[CH:23]=[CH:23][CH:18]=[CH:19][CH:19]=1)[CH3:16].[C:24]([O:28][C:29]([N:31]1C(=O)CC1C)=[O:30])([CH3:27])([CH3:26])C.[CH2:37]([O:39]CC)C. Product: [C:29](=[O:30])([O:28][CH:24]([CH2:26][C:37]([C:3]1[CH:4]=[N:5][CH:6]=[CH:7][C:2]=1[Cl:1])=[O:39])[CH2:27][C:18]([CH3:23])([CH3:19])[CH3:16])[NH2:31]. The catalyst class is: 132. (2) Reactant: [F:1][C:2]1[C:3]([C:20]2[CH:21]=[CH:22][C:23]([O:28][CH:29]3[CH2:34][CH2:33][O:32][CH2:31][CH2:30]3)=[C:24]([CH:27]=2)[C:25]#[N:26])=[C:4]2[C:8](=[CH:9][CH:10]=1)[N:7]([S:11]([C:14]1[CH:19]=[CH:18][CH:17]=[CH:16][CH:15]=1)(=[O:13])=[O:12])[CH:6]=[CH:5]2.C([N-]C(C)C)(C)C.[Li+].[I:43]I. Product: [F:1][C:2]1[C:3]([C:20]2[CH:21]=[CH:22][C:23]([O:28][CH:29]3[CH2:34][CH2:33][O:32][CH2:31][CH2:30]3)=[C:24]([CH:27]=2)[C:25]#[N:26])=[C:4]2[C:8](=[CH:9][CH:10]=1)[N:7]([S:11]([C:14]1[CH:15]=[CH:16][CH:17]=[CH:18][CH:19]=1)(=[O:13])=[O:12])[C:6]([I:43])=[CH:5]2. The catalyst class is: 504. (3) Reactant: Cl.[CH3:2][NH:3][CH2:4][C:5]([O:7][CH2:8][C:9]#[N:10])=[O:6].C(N(CC)CC)C.[C:18](Cl)(=[O:23])[CH2:19][CH2:20][CH:21]=[CH2:22]. Product: [CH3:2][N:3]([CH2:4][C:5]([O:7][CH2:8][C:9]#[N:10])=[O:6])[C:18](=[O:23])[CH2:19][CH2:20][CH:21]=[CH2:22]. The catalyst class is: 4. (4) Reactant: [N:1]1([C:6]2[CH:7]=[C:8]([C:12]3([NH:18][CH2:19][CH:20]([OH:39])[CH:21]([NH:31]C(=O)OC(C)(C)C)[CH2:22][C:23]4[CH:28]=[C:27]([F:29])[CH:26]=[C:25]([F:30])[CH:24]=4)[CH2:14][CH:13]3[CH:15]([CH3:17])[CH3:16])[CH:9]=[CH:10][CH:11]=2)[CH:5]=[CH:4][CH:3]=[N:2]1. Product: [N:1]1([C:6]2[CH:7]=[C:8]([C:12]3([NH:18][CH2:19][CH:20]([OH:39])[CH:21]([NH2:31])[CH2:22][C:23]4[CH:24]=[C:25]([F:30])[CH:26]=[C:27]([F:29])[CH:28]=4)[CH2:14][CH:13]3[CH:15]([CH3:16])[CH3:17])[CH:9]=[CH:10][CH:11]=2)[CH:5]=[CH:4][CH:3]=[N:2]1. The catalyst class is: 89. (5) Reactant: [CH:1]1([CH2:7][C:8](=[O:24])[C:9]([NH:11][C:12]2[CH:13]=[CH:14][C:15]3[C:20](=[O:21])[O:19][N:18]=[C:17]([CH3:22])[C:16]=3[CH:23]=2)=[O:10])[CH2:6][CH2:5][CH2:4][CH2:3][CH2:2]1.[C:25]1([Mg]Br)[CH:30]=[CH:29][CH:28]=[CH:27][CH:26]=1. Product: [CH:1]1([CH2:7][C:8]([OH:24])([C:25]2[CH:30]=[CH:29][CH:28]=[CH:27][CH:26]=2)[C:9]([NH:11][C:12]2[CH:13]=[CH:14][C:15]3[C:20](=[O:21])[O:19][N:18]=[C:17]([CH3:22])[C:16]=3[CH:23]=2)=[O:10])[CH2:6][CH2:5][CH2:4][CH2:3][CH2:2]1. The catalyst class is: 7. (6) Reactant: [OH:1][C:2]1[CH:3]=[C:4]2[C:8](=[CH:9][CH:10]=1)[C:7](=[O:11])[NH:6][CH2:5]2.[CH:12]([C:15]1[N:19]=[C:18]([N:20]2[CH2:25][CH2:24][CH:23]([CH2:26][CH2:27][CH2:28]O)[CH2:22][CH2:21]2)[O:17][N:16]=1)([CH3:14])[CH3:13].C1C=CC(P(C2C=CC=CC=2)C2C=CC=CC=2)=CC=1.CC(OC(/N=N/C(OC(C)C)=O)=O)C. Product: [CH:12]([C:15]1[N:19]=[C:18]([N:20]2[CH2:25][CH2:24][CH:23]([CH2:26][CH2:27][CH2:28][O:1][C:2]3[CH:3]=[C:4]4[C:8](=[CH:9][CH:10]=3)[C:7](=[O:11])[NH:6][CH2:5]4)[CH2:22][CH2:21]2)[O:17][N:16]=1)([CH3:14])[CH3:13]. The catalyst class is: 118.